Dataset: NCI-60 drug combinations with 297,098 pairs across 59 cell lines. Task: Regression. Given two drug SMILES strings and cell line genomic features, predict the synergy score measuring deviation from expected non-interaction effect. (1) Drug 1: CC(CN1CC(=O)NC(=O)C1)N2CC(=O)NC(=O)C2. Drug 2: C1=NC2=C(N1)C(=S)N=C(N2)N. Cell line: SF-539. Synergy scores: CSS=36.1, Synergy_ZIP=-6.99, Synergy_Bliss=-5.39, Synergy_Loewe=-2.92, Synergy_HSA=0.989. (2) Drug 1: C1=C(C(=O)NC(=O)N1)F. Drug 2: C1=CC(=CC=C1CC(C(=O)O)N)N(CCCl)CCCl.Cl. Cell line: NCI-H322M. Synergy scores: CSS=29.4, Synergy_ZIP=0.119, Synergy_Bliss=4.44, Synergy_Loewe=-1.53, Synergy_HSA=1.47.